From a dataset of Catalyst prediction with 721,799 reactions and 888 catalyst types from USPTO. Predict which catalyst facilitates the given reaction. Reactant: [NH2:1][C:2]1[CH:7]=[CH:6][CH:5]=[CH:4][CH:3]=1.[CH:8]([N:11]([CH2:15][CH3:16])[CH:12]([CH3:14])[CH3:13])([CH3:10])[CH3:9].[CH2:17]1[S:21](=[O:23])(=[O:22])[O:20][CH2:19][CH2:18]1. Product: [S:21]([CH2:17][CH2:18][CH2:19][N:1]([CH2:14][CH2:12][CH2:13][S:21]([O-:23])(=[O:22])=[O:20])[C:2]1[CH:7]=[CH:6][CH:5]=[CH:4][CH:3]=1)([O-:20])(=[O:23])=[O:22].[CH2:15]([NH+:11]([CH:12]([CH3:14])[CH3:13])[CH:8]([CH3:10])[CH3:9])[CH3:16].[CH2:17]([NH+:1]([CH:2]([CH3:3])[CH3:7])[CH:8]([CH3:10])[CH3:9])[CH3:18]. The catalyst class is: 10.